Dataset: HIV replication inhibition screening data with 41,000+ compounds from the AIDS Antiviral Screen. Task: Binary Classification. Given a drug SMILES string, predict its activity (active/inactive) in a high-throughput screening assay against a specified biological target. The compound is O=C1NC(=O)C(=Nc2cccc3c(O)nnc(O)c23)C(c2nc3ccccc3s2)C1=O. The result is 0 (inactive).